From a dataset of HIV replication inhibition screening data with 41,000+ compounds from the AIDS Antiviral Screen. Binary Classification. Given a drug SMILES string, predict its activity (active/inactive) in a high-throughput screening assay against a specified biological target. (1) The compound is CN1CCN(CCCN2CC(=O)N3Cc4ccccc4CN3C(=O)C2)CC1. The result is 0 (inactive). (2) The molecule is COC1C(OC(C)=O)CC(=O)OC(C)CC2OC2C=CC(=O)C(C)CC(CC=O)C1OC1OC(C)C(OC2CC(C)(O)C(OC(=O)CC(C)C)C(C)O2)C(N(C)C)C1O. The result is 0 (inactive).